Dataset: Forward reaction prediction with 1.9M reactions from USPTO patents (1976-2016). Task: Predict the product of the given reaction. (1) Given the reactants [CH3:1][C:2]1[O:6][N:5]=[C:4]([C:7]2[S:11][C:10]([N:12]3[CH2:17][CH2:16][CH:15]([O:18][C:19]4[CH:24]=[CH:23][N:22]=[CH:21][C:20]=4[N+:25]([O-])=O)[CH2:14][CH2:13]3)=[N:9][N:8]=2)[N:3]=1.[NH4+].[Cl-], predict the reaction product. The product is: [CH3:1][C:2]1[O:6][N:5]=[C:4]([C:7]2[S:11][C:10]([N:12]3[CH2:13][CH2:14][CH:15]([O:18][C:19]4[CH:24]=[CH:23][N:22]=[CH:21][C:20]=4[NH2:25])[CH2:16][CH2:17]3)=[N:9][N:8]=2)[N:3]=1. (2) Given the reactants [CH:1]1([N:5]2[CH2:11][CH2:10][C:9]3[S:12][C:13]([CH:15]4[CH2:20][CH2:19][NH:18][CH2:17][CH2:16]4)=[N:14][C:8]=3[CH2:7][CH2:6]2)[CH2:4][CH2:3][CH2:2]1.[CH3:21][N:22]1[CH:26]=[CH:25][C:24]([C:27](O)=[O:28])=[N:23]1, predict the reaction product. The product is: [CH:1]1([N:5]2[CH2:11][CH2:10][C:9]3[S:12][C:13]([CH:15]4[CH2:20][CH2:19][N:18]([C:27]([C:24]5[CH:25]=[CH:26][N:22]([CH3:21])[N:23]=5)=[O:28])[CH2:17][CH2:16]4)=[N:14][C:8]=3[CH2:7][CH2:6]2)[CH2:2][CH2:3][CH2:4]1. (3) The product is: [CH2:11]([C:12]1[CH:13]=[C:14]([C:16]([CH2:19][C:20]([CH3:21])([CH3:22])[CH3:23])([CH3:17])[CH3:18])[CH:15]=[C:10]([N:8]2[N:35]=[C:36]3[CH:37]=[CH:38][C:39]([C:2]([F:1])([F:28])[F:27])=[CH:5][C:6]3=[N:7]2)[C:29]=1[OH:30])[C:12]1[CH:13]=[C:14]([C:16]([CH2:19][C:20]([CH3:21])([CH3:22])[CH3:23])([CH3:17])[CH3:18])[CH:15]=[C:10]([N:8]2[N:7]=[C:6]3[CH:25]=[CH:26][C:3]([C:2]([F:1])([F:27])[F:28])=[CH:4][C:5]3=[N:9]2)[C:11]=1[OH:24]. Given the reactants [F:1][C:2]([F:28])([F:27])[C:3]1[CH:26]=[CH:25][C:6]2=[N:7][N:8]([C:10]3[CH:15]=[C:14]([C:16]([CH2:19][C:20]([CH3:23])([CH3:22])[CH3:21])([CH3:18])[CH3:17])[CH:13]=[CH:12][C:11]=3[OH:24])[N:9]=[C:5]2[CH:4]=1.[CH2:29]=[O:30].C([NH:35][CH2:36][CH2:37][CH2:38][CH3:39])CCC.C[O-].[Na+].Cl, predict the reaction product. (4) The product is: [Cl:19][C:15]1[CH:16]=[CH:17][CH:18]=[C:13]([Cl:12])[C:14]=1[N:20]1[C:24]([CH2:25][O:8][C:6]2[N:7]=[C:2]([CH3:1])[C:3]([N+:9]([O-:11])=[O:10])=[CH:4][CH:5]=2)=[C:23]([CH:27]([CH3:29])[CH3:28])[N:22]=[N:21]1. Given the reactants [CH3:1][C:2]1[N:7]=[C:6]([OH:8])[CH:5]=[CH:4][C:3]=1[N+:9]([O-:11])=[O:10].[Cl:12][C:13]1[CH:18]=[CH:17][CH:16]=[C:15]([Cl:19])[C:14]=1[N:20]1[C:24]([CH2:25]O)=[C:23]([CH:27]([CH3:29])[CH3:28])[N:22]=[N:21]1.C1(P(C2C=CC=CC=2)C2C=CC=CC=2)C=CC=CC=1.N(C(OC(C)C)=O)=NC(OC(C)C)=O, predict the reaction product. (5) Given the reactants [Cl:1][C:2]1[CH:27]=[CH:26][C:5]([CH2:6][N:7]2[C:15]3[C:10](=[CH:11][C:12]([CH:16]=[C:17]4[S:21][C:20](SCC)=[N:19][C:18]4=[O:25])=[CH:13][CH:14]=3)[CH:9]=[N:8]2)=[C:4]([C:28]([F:31])([F:30])[F:29])[CH:3]=1.[CH3:32][C:33]1([C:39]([OH:41])=[O:40])[CH2:38][CH2:37][NH:36][CH2:35][CH2:34]1, predict the reaction product. The product is: [Cl:1][C:2]1[CH:27]=[CH:26][C:5]([CH2:6][N:7]2[C:15]3[C:10](=[CH:11][C:12]([CH:16]=[C:17]4[S:21][C:20]([N:36]5[CH2:37][CH2:38][C:33]([CH3:32])([C:39]([OH:41])=[O:40])[CH2:34][CH2:35]5)=[N:19][C:18]4=[O:25])=[CH:13][CH:14]=3)[CH:9]=[N:8]2)=[C:4]([C:28]([F:29])([F:30])[F:31])[CH:3]=1. (6) Given the reactants [Cl:1][C:2]1[CH:7]=[CH:6][C:5]([N:8]([CH2:10][CH2:11][CH2:12][C:13]2[CH:18]=[CH:17][CH:16]=[CH:15][CH:14]=2)N)=[CH:4][CH:3]=1.CO[CH:21](OC)[CH2:22][CH2:23][CH2:24][NH:25][CH3:26], predict the reaction product. The product is: [Cl:1][C:2]1[CH:7]=[C:6]2[C:5](=[CH:4][CH:3]=1)[N:8]([CH2:10][CH2:11][CH2:12][C:13]1[CH:18]=[CH:17][CH:16]=[CH:15][CH:14]=1)[CH:21]=[C:22]2[CH2:23][CH2:24][NH:25][CH3:26]. (7) Given the reactants [C:1]([N:8]1[CH2:16][CH2:15][CH:11]([C:12]([OH:14])=O)[CH2:10][CH2:9]1)([O:3][C:4]([CH3:7])([CH3:6])[CH3:5])=[O:2].N1(C(N2C=CN=C2)=O)C=CN=C1.[CH2:29]([O:31][C:32](=[O:37])[CH2:33]C([O-])=O)[CH3:30].[K+].[Cl-].[Cl-].[Mg+2], predict the reaction product. The product is: [CH2:29]([O:31][C:32](=[O:37])[CH2:33][C:12]([CH:11]1[CH2:10][CH2:9][N:8]([C:1]([O:3][C:4]([CH3:5])([CH3:6])[CH3:7])=[O:2])[CH2:16][CH2:15]1)=[O:14])[CH3:30].